Dataset: Forward reaction prediction with 1.9M reactions from USPTO patents (1976-2016). Task: Predict the product of the given reaction. (1) Given the reactants Cl[C:2]1[CH:3]=[CH:4][N:5]2[C:10]([C:11]=1[CH3:12])=[C:9]([CH:13]1[CH2:15][CH2:14]1)[CH:8]=[C:7]([C:16]([O:18][CH3:19])=[O:17])[C:6]2=[O:20].[F:21][C:22]1[CH:23]=[C:24](B(O)O)[CH:25]=[CH:26][CH:27]=1, predict the reaction product. The product is: [F:21][C:22]1[CH:27]=[C:26]([C:2]2[CH:3]=[CH:4][N:5]3[C:10]([C:11]=2[CH3:12])=[C:9]([CH:13]2[CH2:15][CH2:14]2)[CH:8]=[C:7]([C:16]([O:18][CH3:19])=[O:17])[C:6]3=[O:20])[CH:25]=[CH:24][CH:23]=1. (2) Given the reactants [CH3:1][NH:2][C:3]1[N:8]=[C:7]([C:9]2[N:13]([CH:14]3[CH2:19][CH2:18][N:17](C(OC(C)(C)C)=O)[CH2:16][CH2:15]3)[CH:12]=[N:11][C:10]=2[C:27]2[CH:32]=[CH:31][CH:30]=[CH:29][CH:28]=2)[CH:6]=[CH:5][N:4]=1.C1(C2N=CN(C3CCNCC3)C=2C2C=CN=CN=2)C=CC=CC=1, predict the reaction product. The product is: [CH3:1][NH:2][C:3]1[N:8]=[C:7]([C:9]2[N:13]([CH:14]3[CH2:15][CH2:16][NH:17][CH2:18][CH2:19]3)[CH:12]=[N:11][C:10]=2[C:27]2[CH:32]=[CH:31][CH:30]=[CH:29][CH:28]=2)[CH:6]=[CH:5][N:4]=1.